Dataset: Forward reaction prediction with 1.9M reactions from USPTO patents (1976-2016). Task: Predict the product of the given reaction. (1) Given the reactants [Br:1][C:2]1[CH:7]=[CH:6][C:5]([C:8]2[O:9][C:10]([CH2:13]Cl)=[N:11][N:12]=2)=[CH:4][CH:3]=1.[N-:15]=[N+:16]=[N-:17].[Na+], predict the reaction product. The product is: [N:15]([CH2:13][C:10]1[O:9][C:8]([C:5]2[CH:6]=[CH:7][C:2]([Br:1])=[CH:3][CH:4]=2)=[N:12][N:11]=1)=[N+:16]=[N-:17]. (2) Given the reactants P(Cl)(Cl)([Cl:3])=O.[Cl:6][C:7]1[C:12](=O)[NH:11][C:10]([CH:14]2[CH2:16][CH2:15]2)=[N:9][C:8]=1[C:17]([OH:19])=[O:18].N, predict the reaction product. The product is: [Cl:6][C:7]1[C:8]([C:17]([OH:19])=[O:18])=[N:9][C:10]([CH:14]2[CH2:16][CH2:15]2)=[N:11][C:12]=1[Cl:3].